Dataset: Catalyst prediction with 721,799 reactions and 888 catalyst types from USPTO. Task: Predict which catalyst facilitates the given reaction. (1) Product: [CH3:26][O:25][C:5]1[CH:4]=[C:3]([CH2:2][O:1][Si:30]([CH:34]([CH3:36])[CH3:35])([CH:31]([CH3:33])[CH3:32])[CH:27]([CH3:29])[CH3:28])[CH:24]=[CH:23][C:6]=1[O:7][CH2:8][C:9]1[N:10]=[C:11]([C:15]2[CH:16]=[C:17]([CH:20]=[CH:21][CH:22]=2)[C:18]#[N:19])[O:12][C:13]=1[CH3:14]. The catalyst class is: 6. Reactant: [OH:1][CH2:2][C:3]1[CH:24]=[CH:23][C:6]([O:7][CH2:8][C:9]2[N:10]=[C:11]([C:15]3[CH:16]=[C:17]([CH:20]=[CH:21][CH:22]=3)[C:18]#[N:19])[O:12][C:13]=2[CH3:14])=[C:5]([O:25][CH3:26])[CH:4]=1.[CH:27]([Si:30](Cl)([CH:34]([CH3:36])[CH3:35])[CH:31]([CH3:33])[CH3:32])([CH3:29])[CH3:28].N1C=CN=C1.CN(C)C=O. (2) Reactant: [Cl-].ClC1N(C)CC[NH+]1C.[NH2:10][C:11]1[CH:12]=[CH:13][C:14]([O:17][CH3:18])=[N:15][CH:16]=1.C(N(CC)CC)C.[CH3:26][O:27][C:28]1[C:29](=[O:52])[C:30]([CH3:51])=[C:31]([CH2:37][C:38]2[CH:46]=[CH:45][C:41]([C:42](O)=[O:43])=[C:40]([O:47][C:48](=[O:50])[CH3:49])[CH:39]=2)[C:32](=[O:36])[C:33]=1[O:34][CH3:35]. Product: [CH3:18][O:17][C:14]1[N:15]=[CH:16][C:11]([NH:10][C:42](=[O:43])[C:41]2[CH:45]=[CH:46][C:38]([CH2:37][C:31]3[C:32](=[O:36])[C:33]([O:34][CH3:35])=[C:28]([O:27][CH3:26])[C:29](=[O:52])[C:30]=3[CH3:51])=[CH:39][C:40]=2[O:47][C:48](=[O:50])[CH3:49])=[CH:12][CH:13]=1. The catalyst class is: 373. (3) Reactant: [Cl:1][C:2]1[CH:10]=[C:9]([F:11])[C:8]([C:12]2[C:17]([F:18])=[CH:16][CH:15]=[CH:14][N:13]=2)=[CH:7][C:3]=1[C:4]([OH:6])=O.[NH2:19][C:20]1[N:24]([C:25]2[CH:30]=[CH:29][CH:28]=[CH:27][CH:26]=2)[N:23]=[C:22]([C:31]#[N:32])[CH:21]=1.N1C=CC=CC=1.CCCP(=O)=O. Product: [Cl:1][C:2]1[CH:10]=[C:9]([F:11])[C:8]([C:12]2[C:17]([F:18])=[CH:16][CH:15]=[CH:14][N:13]=2)=[CH:7][C:3]=1[C:4]([NH:19][C:20]1[N:24]([C:25]2[CH:30]=[CH:29][CH:28]=[CH:27][CH:26]=2)[N:23]=[C:22]([C:31]#[N:32])[CH:21]=1)=[O:6]. The catalyst class is: 25.